This data is from Forward reaction prediction with 1.9M reactions from USPTO patents (1976-2016). The task is: Predict the product of the given reaction. (1) Given the reactants [CH2:1]([S:3][C:4]1[NH:8][C:7]2[CH:9]=[C:10]([O:14][CH2:15][CH2:16][CH2:17][C:18]([O:20][CH2:21][CH3:22])=[O:19])[CH:11]=[C:12]([CH3:13])[C:6]=2[N:5]=1)[CH3:2].[Cl:23][C:24]1[CH:31]=[C:30]([Cl:32])[CH:29]=[CH:28][C:25]=1[CH2:26]Cl.C([O-])([O-])=O.[K+].[K+].O, predict the reaction product. The product is: [Cl:23][C:24]1[CH:31]=[C:30]([Cl:32])[CH:29]=[CH:28][C:25]=1[CH2:26][N:8]1[C:7]2[CH:9]=[C:10]([O:14][CH2:15][CH2:16][CH2:17][C:18]([O:20][CH2:21][CH3:22])=[O:19])[CH:11]=[C:12]([CH3:13])[C:6]=2[N:5]=[C:4]1[S:3][CH2:1][CH3:2]. (2) Given the reactants C([N-]C(C)C)(C)C.[Li+].[N:9]1[CH:14]=[CH:13][C:12]([CH3:15])=[CH:11][CH:10]=1.[Cl:16][C:17]1[CH:28]=[CH:27][CH:26]=[CH:25][C:18]=1[C:19](N(OC)C)=[O:20], predict the reaction product. The product is: [Cl:16][C:17]1[CH:28]=[CH:27][CH:26]=[CH:25][C:18]=1[C:19](=[O:20])[CH2:15][C:12]1[CH:13]=[CH:14][N:9]=[CH:10][CH:11]=1. (3) Given the reactants [NH2:1][C:2]1[CH:7]=[CH:6][C:5]([CH2:8][C:9]([O:11][CH3:12])=[O:10])=[CH:4][C:3]=1[Cl:13].[CH3:14][C:15]1[CH:20]=[CH:19][CH:18]=[CH:17][C:16]=1[N:21]=[C:22]=[O:23].CCN(CC)CC, predict the reaction product. The product is: [Cl:13][C:3]1[CH:4]=[C:5]([CH2:8][C:9]([O:11][CH3:12])=[O:10])[CH:6]=[CH:7][C:2]=1[NH:1][C:22]([NH:21][C:16]1[CH:17]=[CH:18][CH:19]=[CH:20][C:15]=1[CH3:14])=[O:23].